Dataset: Forward reaction prediction with 1.9M reactions from USPTO patents (1976-2016). Task: Predict the product of the given reaction. (1) Given the reactants Cl[C:2]1[C:3]2[CH:11]=[CH:10][N:9]([S:12]([C:15]3[CH:20]=[CH:19][C:18]([CH3:21])=[CH:17][CH:16]=3)(=[O:14])=[O:13])[C:4]=2[N:5]=[C:6]([I:8])[N:7]=1.[CH:22]([NH2:25])([CH3:24])[CH3:23].CCN(C(C)C)C(C)C, predict the reaction product. The product is: [I:8][C:6]1[N:7]=[C:2]([NH:25][CH:22]([CH3:24])[CH3:23])[C:3]2[CH:11]=[CH:10][N:9]([S:12]([C:15]3[CH:20]=[CH:19][C:18]([CH3:21])=[CH:17][CH:16]=3)(=[O:14])=[O:13])[C:4]=2[N:5]=1. (2) Given the reactants Cl[C:2]1[CH:7]=[C:6]([C:8]([F:11])([F:10])[F:9])[N:5]=[C:4]([C:12]2[CH:17]=[CH:16][CH:15]=[CH:14][CH:13]=2)[N:3]=1.Cl.[Cl:19][C:20]1[CH:26]=[CH:25][C:24]([O:27][CH3:28])=[CH:23][C:21]=1[NH2:22].[OH-].[Na+], predict the reaction product. The product is: [Cl:19][C:20]1[CH:26]=[CH:25][C:24]([O:27][CH3:28])=[CH:23][C:21]=1[NH:22][C:2]1[CH:7]=[C:6]([C:8]([F:11])([F:10])[F:9])[N:5]=[C:4]([C:12]2[CH:17]=[CH:16][CH:15]=[CH:14][CH:13]=2)[N:3]=1.